From a dataset of Catalyst prediction with 721,799 reactions and 888 catalyst types from USPTO. Predict which catalyst facilitates the given reaction. (1) Reactant: F[C:2]1[CH:9]=[CH:8][CH:7]=[C:6]([C:10]2[CH:15]=[CH:14][N:13]=[CH:12][N:11]=2)[C:3]=1[C:4]#[N:5].[Cl:16][C:17]1[CH:18]=[C:19]([CH:23]=[CH:24][C:25]=1[OH:26])[C:20]([OH:22])=[O:21].C(=O)([O-])[O-].[K+].[K+].O. Product: [Cl:16][C:17]1[CH:18]=[C:19]([CH:23]=[CH:24][C:25]=1[O:26][C:2]1[CH:9]=[CH:8][CH:7]=[C:6]([C:10]2[CH:15]=[CH:14][N:13]=[CH:12][N:11]=2)[C:3]=1[C:4]#[N:5])[C:20]([OH:22])=[O:21]. The catalyst class is: 16. (2) Reactant: [NH2:1][CH2:2][CH2:3][C:4]#[N:5].N[C:7]1[CH:12]=[CH:11][CH:10]=[CH:9][C:8]=1[SH:13]. The catalyst class is: 14. Product: [S:13]1[C:8]2[CH:9]=[CH:10][CH:11]=[CH:12][C:7]=2[N:5]=[C:4]1[CH2:3][CH2:2][NH2:1]. (3) Reactant: S(Cl)(Cl)=O.Cl[C:6]1[C:11]([C:12](O)=O)=[CH:10][N:9]=[CH:8][CH:7]=1.[SH:15][CH2:16][C:17]([O:19][CH2:20][CH3:21])=[O:18].[H-].[Na+].[CH3:24]N(C)C=O. Product: [CH3:24][C:12]1[C:11]2[CH:10]=[N:9][CH:8]=[CH:7][C:6]=2[S:15][C:16]=1[C:17]([O:19][CH2:20][CH3:21])=[O:18]. The catalyst class is: 6. (4) Reactant: [Cl:1][C:2]1[CH:3]=[C:4]2[CH:10]=[C:9]([C:11]([NH:13][CH2:14][C:15]([OH:17])=O)=[O:12])[NH:8][C:5]2=[CH:6][N:7]=1.Cl.[OH:19][CH:20]1[CH2:23][NH:22][CH2:21]1.C1C=CC2N(O)N=NC=2C=1.CCN(C(C)C)C(C)C.CCN=C=NCCCN(C)C. Product: [OH:19][CH:20]1[CH2:23][N:22]([C:15](=[O:17])[CH2:14][NH:13][C:11]([C:9]2[NH:8][C:5]3=[CH:6][N:7]=[C:2]([Cl:1])[CH:3]=[C:4]3[CH:10]=2)=[O:12])[CH2:21]1. The catalyst class is: 3. (5) Reactant: Cl[CH2:2][CH2:3][CH2:4][N:5]1[C:10]2[CH:11]=[CH:12][CH:13]=[CH:14][C:9]=2[O:8][CH2:7][C:6]1=[O:15].C([O-])([O-])=O.[K+].[K+].[Na+].[I-].[CH:24](=[C:28]1[CH2:34][CH:33]2[NH:35][CH:30]([CH2:31][CH2:32]2)[CH2:29]1)[CH2:25][CH2:26][CH3:27]. Product: [CH:24](=[C:28]1[CH2:29][CH:30]2[N:35]([CH2:2][CH2:3][CH2:4][N:5]3[C:10]4[CH:11]=[CH:12][CH:13]=[CH:14][C:9]=4[O:8][CH2:7][C:6]3=[O:15])[CH:33]([CH2:32][CH2:31]2)[CH2:34]1)[CH2:25][CH2:26][CH3:27]. The catalyst class is: 61. (6) Reactant: [CH2:1]([O:3][C:4]1[CH:5]=[C:6]([N:13]2[CH2:18][CH2:17][N:16]([CH:19]3[CH2:24][CH2:23][NH:22][CH2:21][CH2:20]3)[CH2:15][CH2:14]2)[CH:7]=[CH:8][C:9]=1[N+:10]([O-:12])=[O:11])[CH3:2].I[CH2:26][CH2:27][F:28].C([O-])([O-])=O.[Na+].[Na+]. Product: [CH2:1]([O:3][C:4]1[CH:5]=[C:6]([N:13]2[CH2:14][CH2:15][N:16]([CH:19]3[CH2:24][CH2:23][N:22]([CH2:26][CH2:27][F:28])[CH2:21][CH2:20]3)[CH2:17][CH2:18]2)[CH:7]=[CH:8][C:9]=1[N+:10]([O-:12])=[O:11])[CH3:2]. The catalyst class is: 10. (7) Reactant: [NH:1]1[CH2:4][CH:3]([C:5]2[CH:6]=[CH:7][C:8]3[O:17][CH2:16][CH2:15][C:14]4[N:10]([N:11]=[C:12]([C:18]5[N:19]([CH:23]([CH3:25])[CH3:24])[N:20]=[CH:21][N:22]=5)[CH:13]=4)[C:9]=3[CH:26]=2)[CH2:2]1.C(N(CC)CC)C.[CH3:34][S:35](Cl)(=[O:37])=[O:36]. Product: [CH:23]([N:19]1[C:18]([C:12]2[CH:13]=[C:14]3[N:10]([C:9]4[CH:26]=[C:5]([CH:3]5[CH2:2][N:1]([S:35]([CH3:34])(=[O:37])=[O:36])[CH2:4]5)[CH:6]=[CH:7][C:8]=4[O:17][CH2:16][CH2:15]3)[N:11]=2)=[N:22][CH:21]=[N:20]1)([CH3:24])[CH3:25]. The catalyst class is: 2. (8) Reactant: [Cl:1][C:2]1[CH:14]=[C:13]([N+:15]([O-])=O)[CH:12]=[CH:11][C:3]=1[CH2:4][N:5]1[CH2:10][CH2:9][CH2:8][CH2:7][CH2:6]1.[H][H]. The catalyst class is: 814. Product: [Cl:1][C:2]1[CH:14]=[C:13]([NH2:15])[CH:12]=[CH:11][C:3]=1[CH2:4][N:5]1[CH2:6][CH2:7][CH2:8][CH2:9][CH2:10]1. (9) Reactant: [C:1]([O:5][C:6]([NH:8][C@@H:9]([CH2:13][CH2:14][CH2:15][C:16]1[CH:21]=[CH:20][CH:19]=[CH:18][CH:17]=1)[C:10]([OH:12])=O)=[O:7])([CH3:4])([CH3:3])[CH3:2].CN1CCOCC1.Cl.[CH3:30][NH:31][O:32][CH3:33].Cl.CN(C)CCCN=C=NCC. Product: [C:1]([O:5][C:6](=[O:7])[NH:8][C@H:9]([C:10](=[O:12])[N:31]([O:32][CH3:33])[CH3:30])[CH2:13][CH2:14][CH2:15][C:16]1[CH:21]=[CH:20][CH:19]=[CH:18][CH:17]=1)([CH3:2])([CH3:3])[CH3:4]. The catalyst class is: 4.